Dataset: Reaction yield outcomes from USPTO patents with 853,638 reactions. Task: Predict the reaction yield, written as a fraction of the theoretical maximum amount of product (1.0 means a 100% yield; for example, 0.34 means a 34% yield). (1) The yield is 0.520. The catalyst is C(OCC)(=O)C. The product is [CH2:13]([C:17]1[N:22]2[N:23]=[C:24]([CH3:26])[N:25]=[C:21]2[N:20]([CH:27]2[CH2:28][CH2:29][O:30][CH2:31][CH2:32]2)[C:19](=[O:33])[C:18]=1[CH2:34][C:35]1[CH:36]=[CH:37][C:38]([C:41]2[CH:46]=[CH:45][CH:44]=[CH:43][C:42]=2[C:47]2[NH:3][C:4](=[O:7])[O:5][N:48]=2)=[CH:39][CH:40]=1)[CH2:14][CH2:15][CH3:16]. The reactants are [Cl-].O[NH3+:3].[C:4](=[O:7])([O-])[OH:5].[Na+].CS(C)=O.[CH2:13]([C:17]1[N:22]2[N:23]=[C:24]([CH3:26])[N:25]=[C:21]2[N:20]([CH:27]2[CH2:32][CH2:31][O:30][CH2:29][CH2:28]2)[C:19](=[O:33])[C:18]=1[CH2:34][C:35]1[CH:40]=[CH:39][C:38]([C:41]2[C:42]([C:47]#[N:48])=[CH:43][CH:44]=[CH:45][CH:46]=2)=[CH:37][CH:36]=1)[CH2:14][CH2:15][CH3:16]. (2) The reactants are [Cl:1][C:2]1[CH:3]=[CH:4][C:5]([O:10][CH2:11][CH:12]([O:16]CC)OCC)=[C:6]([CH:9]=1)[CH:7]=O. The catalyst is C(O)(=O)C. The yield is 0.200. The product is [Cl:1][C:2]1[CH:3]=[CH:4][C:5]2[O:10][C:11]([CH:12]=[O:16])=[CH:7][C:6]=2[CH:9]=1. (3) The reactants are [C:1]1([CH:7]([C:21]2[CH:26]=[CH:25][CH:24]=[CH:23][CH:22]=2)[N:8]2[CH2:11][CH:10]([NH:12][NH:13]C(OC(C)(C)C)=O)[CH2:9]2)[CH:6]=[CH:5][CH:4]=[CH:3][CH:2]=1.[ClH:27]. The catalyst is O1CCOCC1. The product is [ClH:27].[ClH:27].[C:21]1([CH:7]([C:1]2[CH:6]=[CH:5][CH:4]=[CH:3][CH:2]=2)[N:8]2[CH2:11][CH:10]([NH:12][NH2:13])[CH2:9]2)[CH:22]=[CH:23][CH:24]=[CH:25][CH:26]=1. The yield is 0.850. (4) The reactants are [Br:1][C:2]1[CH:7]=[CH:6][C:5]([CH2:8][CH2:9][CH2:10]Br)=[CH:4][CH:3]=1.[NH:12]1[CH2:16][CH2:15][CH2:14][CH2:13]1.C(=O)([O-])[O-].[Cs+].[Cs+].O. The catalyst is O1CCOCC1. The product is [Br:1][C:2]1[CH:7]=[CH:6][C:5]([CH2:8][CH2:9][CH2:10][N:12]2[CH2:16][CH2:15][CH2:14][CH2:13]2)=[CH:4][CH:3]=1. The yield is 0.530. (5) The product is [CH3:1][C:2]1[C:6]([CH2:7][NH:47][C:48]2[CH:53]=[CH:52][CH:51]=[CH:50][CH:49]=2)=[CH:5][N:4]([C:9]2[CH:14]=[CH:13][N:12]=[C:11]3[N:15]([CH2:18][O:19][CH2:20][CH2:21][Si:22]([CH3:25])([CH3:24])[CH3:23])[CH:16]=[CH:17][C:10]=23)[N:3]=1. The reactants are [CH3:1][C:2]1[C:6]([CH:7]=O)=[CH:5][N:4]([C:9]2[CH:14]=[CH:13][N:12]=[C:11]3[N:15]([CH2:18][O:19][CH2:20][CH2:21][Si:22]([CH3:25])([CH3:24])[CH3:23])[CH:16]=[CH:17][C:10]=23)[N:3]=1.C(Cl)Cl.C(O)(=O)C.C(O[BH-](OC(=O)C)OC(=O)C)(=O)C.[Na+].[NH2:47][C:48]1[CH:53]=[CH:52][CH:51]=[CH:50][CH:49]=1. No catalyst specified. The yield is 0.700. (6) The reactants are [NH2:1][C:2]1[CH:14]=[C:5]2[CH2:6][N:7]([CH2:10][CH2:11][C:12]#[N:13])[CH2:8][CH2:9][N:4]2[N:3]=1.Br[C:16]1[C:17](=[O:24])[N:18]([CH3:23])[CH:19]=[C:20]([Br:22])[CH:21]=1. No catalyst specified. The product is [Br:22][C:20]1[CH:21]=[C:16]([NH:1][C:2]2[CH:14]=[C:5]3[CH2:6][N:7]([CH2:10][CH2:11][C:12]#[N:13])[CH2:8][CH2:9][N:4]3[N:3]=2)[C:17](=[O:24])[N:18]([CH3:23])[CH:19]=1. The yield is 0.630. (7) The reactants are [N:1]1([CH2:6]/[C:7](/[C:25]2[S:26][CH:27]=[CH:28][N:29]=2)=[CH:8]/[C:9]2[CH:18]=[CH:17][C:12]([C:13]([O:15][CH3:16])=[O:14])=[C:11]([C:19]3[CH:24]=[CH:23][CH:22]=[CH:21][CH:20]=3)[CH:10]=2)[CH:5]=[CH:4][N:3]=[CH:2]1. The catalyst is CO.[Pd]. The product is [N:1]1([CH2:6][CH:7]([C:25]2[S:26][CH:27]=[CH:28][N:29]=2)[CH2:8][C:9]2[CH:18]=[CH:17][C:12]([C:13]([O:15][CH3:16])=[O:14])=[C:11]([C:19]3[CH:24]=[CH:23][CH:22]=[CH:21][CH:20]=3)[CH:10]=2)[CH:5]=[CH:4][N:3]=[CH:2]1. The yield is 0.250.